This data is from Reaction yield outcomes from USPTO patents with 853,638 reactions. The task is: Predict the reaction yield, written as a fraction of the theoretical maximum amount of product (1.0 means a 100% yield; for example, 0.34 means a 34% yield). (1) The reactants are [SH:1][C:2]([CH3:8])([CH3:7])[CH2:3][C:4]([OH:6])=[O:5].FC(F)(F)C(O)=O.[CH3:16][O:17][C:18]1[CH:25]=[C:24]([O:26][CH3:27])[CH:23]=[C:22]([O:28][CH3:29])[C:19]=1[CH2:20]O. The catalyst is C(Cl)Cl. The product is [CH3:7][C:2]([S:1][CH2:20][C:19]1[C:22]([O:28][CH3:29])=[CH:23][C:24]([O:26][CH3:27])=[CH:25][C:18]=1[O:17][CH3:16])([CH3:8])[CH2:3][C:4]([OH:6])=[O:5]. The yield is 0.700. (2) The catalyst is C(Cl)Cl.CN(C=O)C. The reactants are [C:1](Cl)(=[O:5])[C:2](Cl)=O.[CH2:7]([O:9][C:10]([C:12]1[NH:13][C:14]2[C:19](C=1)=[CH:18][C:17]([Br:21])=[CH:16][CH:15]=2)=[O:11])[CH3:8].C([O-])(O)=O.[Na+]. The yield is 0.810. The product is [CH2:7]([O:9][C:10]([C:12]1[NH:13][C:14]2[C:15]([C:2]=1[CH:1]=[O:5])=[CH:16][C:17]([Br:21])=[CH:18][CH:19]=2)=[O:11])[CH3:8]. (3) The reactants are [CH3:1][C:2]1[C:7]([C:8]2[N:9]([C:17]3[CH:22]=[CH:21][C:20]([S:23]([NH2:26])(=[O:25])=[O:24])=[CH:19][CH:18]=3)[CH:10]=[C:11]([C:13]([F:16])([F:15])[F:14])[N:12]=2)=[CH:6][CH:5]=[CH:4][N:3]=1.[C:27](O[C:27](=[O:30])[CH2:28][CH3:29])(=[O:30])[CH2:28][CH3:29].C(N(CC)CC)C. The catalyst is CN(C1C=CN=CC=1)C.C1COCC1.O. The product is [CH3:1][C:2]1[C:7]([C:8]2[N:9]([C:17]3[CH:22]=[CH:21][C:20]([S:23]([NH:26][C:27](=[O:30])[CH2:28][CH3:29])(=[O:25])=[O:24])=[CH:19][CH:18]=3)[CH:10]=[C:11]([C:13]([F:14])([F:15])[F:16])[N:12]=2)=[CH:6][CH:5]=[CH:4][N:3]=1. The yield is 0.870.